Predict which catalyst facilitates the given reaction. From a dataset of Catalyst prediction with 721,799 reactions and 888 catalyst types from USPTO. (1) Reactant: Br[C:2]1[N:7]=[C:6]([C:8]2[C:16]3[C:11](=[N:12][C:13]([NH:17][CH2:18][CH2:19][N:20]4[CH2:25][CH2:24][O:23][CH2:22][CH2:21]4)=[N:14][CH:15]=3)[N:10]([CH2:26][O:27][CH2:28][CH2:29][Si:30]([CH3:33])([CH3:32])[CH3:31])[N:9]=2)[CH:5]=[CH:4][CH:3]=1.[S:34]1[CH:38]=[CH:37][C:36](NC)=[CH:35]1.[CH3:41][N:42](C1C(C2C(P(C3CCCCC3)C3CCCCC3)=CC=CC=2)=CC=CC=1)C.C(O[Na])(C)(C)C. Product: [N:20]1([CH2:19][CH2:18][NH:17][C:13]2[N:12]=[C:11]3[N:10]([CH2:26][O:27][CH2:28][CH2:29][Si:30]([CH3:33])([CH3:32])[CH3:31])[N:9]=[C:8]([C:6]4[CH:5]=[CH:4][CH:3]=[C:2]([NH:42][CH2:41][C:36]5[CH:37]=[CH:38][S:34][CH:35]=5)[N:7]=4)[C:16]3=[CH:15][N:14]=2)[CH2:25][CH2:24][O:23][CH2:22][CH2:21]1. The catalyst class is: 102. (2) Reactant: [CH2:1]([O:8][C:9]1[CH:22]=[CH:21][C:12]([O:13][C:14]2[CH:19]=[CH:18][N:17]=[C:16](Cl)[CH:15]=2)=[CH:11][CH:10]=1)[C:2]1[CH:7]=[CH:6][CH:5]=[CH:4][CH:3]=1.CS(C)=O.C[CH2:28][N:29](C(C)C)C(C)C.CN. Product: [CH2:1]([O:8][C:9]1[CH:22]=[CH:21][C:12]([O:13][C:14]2[CH:19]=[CH:18][N:17]=[C:16]([NH:29][CH3:28])[CH:15]=2)=[CH:11][CH:10]=1)[C:2]1[CH:7]=[CH:6][CH:5]=[CH:4][CH:3]=1. The catalyst class is: 1.